This data is from Catalyst prediction with 721,799 reactions and 888 catalyst types from USPTO. The task is: Predict which catalyst facilitates the given reaction. (1) Product: [O:20]1[C:24]2[CH:25]=[CH:26][CH:27]=[CH:28][C:23]=2[CH:22]=[C:21]1[C:29]1[N:33]2[N:34]=[C:35]([O:17][CH:9]([CH2:10][C:11]3[CH:12]=[CH:13][N:14]=[CH:15][CH:16]=3)[CH2:8][NH2:7])[CH:36]=[CH:37][C:32]2=[N:31][CH:30]=1. The catalyst class is: 3. Reactant: C(O)(=O)C(O)=O.[NH2:7][CH2:8][CH:9]([OH:17])[CH2:10][C:11]1[CH:16]=[CH:15][N:14]=[CH:13][CH:12]=1.[H-].[Na+].[O:20]1[C:24]2[CH:25]=[CH:26][CH:27]=[CH:28][C:23]=2[CH:22]=[C:21]1[C:29]1[N:33]2[N:34]=[C:35](Cl)[CH:36]=[CH:37][C:32]2=[N:31][CH:30]=1. (2) Reactant: [Br:1][C:2]1[CH:8]=[CH:7][C:5]([NH2:6])=[CH:4][CH:3]=1.[O:9]1[C:13]2[CH:14]=[CH:15][CH:16]=[CH:17][C:12]=2[CH:11]=[C:10]1[C:18](Cl)=[O:19].C(N(CC)CC)C. Product: [Br:1][C:2]1[CH:8]=[CH:7][C:5]([NH:6][C:18]([C:10]2[O:9][C:13]3[CH:14]=[CH:15][CH:16]=[CH:17][C:12]=3[CH:11]=2)=[O:19])=[CH:4][CH:3]=1. The catalyst class is: 4. (3) Reactant: N1(C2N=CN=C3C=2N=CN3[C@@H]2O[C@H](CO[Si](C(C)(C)C)(C)C)[C@@H](O[Si](C(C)(C)C)(C)C)C2)CCOCC1.N1(O[C:48]2[C:49]3[N:50]=[CH:51][N:52]([C:83]=3[N:84]=[CH:85][N:86]=2)[C@@H:53]2[O:82][C@H:72]([CH2:73][O:74][Si:75]([C:78]([CH3:81])([CH3:80])[CH3:79])([CH3:77])[CH3:76])[C@@H:63]([O:64][Si:65]([C:68]([CH3:71])([CH3:70])[CH3:69])([CH3:67])[CH3:66])[C@H:54]2[O:55][Si:56]([C:59]([CH3:62])([CH3:61])[CH3:60])([CH3:58])[CH3:57])C2C=CC=CC=2N=N1.[CH2:87]([NH2:94])[C:88]1[CH:93]=[CH:92][CH:91]=[CH:90][CH:89]=1.C([O-])([O-])=O.[Cs+].[Cs+]. Product: [Si:56]([O:55][C@@H:54]1[C@H:73]([O:74][Si:75]([C:78]([CH3:79])([CH3:80])[CH3:81])([CH3:77])[CH3:76])[C@@H:72]([CH2:63][O:64][Si:65]([C:68]([CH3:71])([CH3:70])[CH3:69])([CH3:66])[CH3:67])[O:82][C@H:53]1[N:52]1[C:83]2[N:84]=[CH:85][N:86]=[C:48]([NH:94][CH2:87][C:88]3[CH:93]=[CH:92][CH:91]=[CH:90][CH:89]=3)[C:49]=2[N:50]=[CH:51]1)([C:59]([CH3:62])([CH3:60])[CH3:61])([CH3:57])[CH3:58]. The catalyst class is: 57. (4) Reactant: [C:26]([C:24]1([C:28]2[CH:29]=[CH:30][C:31]([F:34])=[CH:32][CH:33]=2)[CH2:23][CH:22](C[Si](O[Si](C[CH:22]2[CH2:25][C:24]([C:28]3[CH:33]=[CH:32][C:31]([F:34])=[CH:30][CH:29]=3)([C:26]#[N:27])[CH2:23]2)(C)C(C)(C)C)(C(C)(C)C)C)[CH2:25]1)#[N:27].[CH2:42]([Mg]Br)[CH3:43].[BH4-].[Na+].[OH-:48].[Na+]. Product: [NH2:27][CH:26]([C:24]1([C:28]2[CH:29]=[CH:30][C:31]([F:34])=[CH:32][CH:33]=2)[CH2:23][CH:22]([OH:48])[CH2:25]1)[CH2:42][CH3:43]. The catalyst class is: 11. (5) Reactant: [OH-].[Na+].C([N:6]1[C:14]2[C:9](=[CH:10][C:11]([C:16]([O:18]C)=[O:17])=[C:12]([CH3:15])[CH:13]=2)[CH:8]=[N:7]1)(=O)C.[OH-].[Li+]. Product: [CH3:15][C:12]1[CH:13]=[C:14]2[C:9]([CH:8]=[N:7][NH:6]2)=[CH:10][C:11]=1[C:16]([OH:18])=[O:17]. The catalyst class is: 30. (6) The catalyst class is: 4. Reactant: [F:1][C:2]1[CH:3]=[CH:4][C:5]([N+:10]([O-:12])=[O:11])=[C:6]([CH2:8][OH:9])[CH:7]=1.[Cr](O[Cr]([O-])(=O)=O)([O-])(=O)=O. Product: [F:1][C:2]1[CH:3]=[CH:4][C:5]([N+:10]([O-:12])=[O:11])=[C:6]([CH:7]=1)[CH:8]=[O:9]. (7) Reactant: [NH:1]1[CH2:6][CH2:5][CH:4]([O:7][C:8]2[S:9][C:10]3[CH:16]=[C:15]([C:17]4[CH2:22][CH2:21][N:20]([C:23]([O:25][C:26]([CH3:29])([CH3:28])[CH3:27])=[O:24])[CH2:19][CH:18]=4)[CH:14]=[CH:13][C:11]=3[N:12]=2)[CH2:3][CH2:2]1.CCN(CC)CC.[C:37](=O)([O:46][CH2:47][CH2:48][Si:49]([CH3:52])([CH3:51])[CH3:50])[O:38]N1C(=O)CCC1=O. Product: [CH3:50][Si:49]([CH3:52])([CH3:51])[CH2:48][CH2:47][O:46][C:37]([N:1]1[CH2:6][CH2:5][CH:4]([O:7][C:8]2[S:9][C:10]3[CH:16]=[C:15]([C:17]4[CH2:22][CH2:21][N:20]([C:23]([O:25][C:26]([CH3:29])([CH3:28])[CH3:27])=[O:24])[CH2:19][CH:18]=4)[CH:14]=[CH:13][C:11]=3[N:12]=2)[CH2:3][CH2:2]1)=[O:38]. The catalyst class is: 258. (8) Reactant: Cl.O.[NH2:3]N.C[N:6](C)[CH:7]=[C:8]([N:11]1[CH:15]=[C:14]([C:16]2[CH:17]=[N:18][CH:19]=[CH:20][CH:21]=2)[N:13]=[CH:12]1)[C:9]#[N:10].C([O-])([O-])=O.[K+].[K+]. Product: [N:18]1[CH:19]=[CH:20][CH:21]=[C:16]([C:14]2[N:13]=[CH:12][N:11]([C:8]3[CH:7]=[N:6][NH:10][C:9]=3[NH2:3])[CH:15]=2)[CH:17]=1. The catalyst class is: 14. (9) Product: [C:2]([C:4]1[CH:5]=[C:6]2[C:11](=[CH:12][CH:13]=1)[C:10](=[O:14])[N:9]([CH2:15][CH:16]([CH3:18])[CH3:17])[C:8]([CH2:19][NH:20][C:21](=[O:27])[O:22][C:23]([CH3:26])([CH3:25])[CH3:24])=[C:7]2[C:28]1[S:29][CH:30]=[CH:31][CH:32]=1)#[N:1]. The catalyst class is: 6. Reactant: [NH2:1][C:2]([C:4]1[CH:5]=[C:6]2[C:11](=[CH:12][CH:13]=1)[C:10](=[O:14])[N:9]([CH2:15][CH:16]([CH3:18])[CH3:17])[C:8]([CH2:19][NH:20][C:21](=[O:27])[O:22][C:23]([CH3:26])([CH3:25])[CH3:24])=[C:7]2[C:28]1[S:29][CH:30]=[CH:31][CH:32]=1)=O.N1C(Cl)=NC(Cl)=NC=1Cl.CN(C)C=O.